Dataset: Experimentally validated miRNA-target interactions with 360,000+ pairs, plus equal number of negative samples. Task: Binary Classification. Given a miRNA mature sequence and a target amino acid sequence, predict their likelihood of interaction. (1) The miRNA is hsa-miR-548ad-3p with sequence GAAAACGACAAUGACUUUUGCA. Result: 1 (interaction). The protein sequence of the target gene is MATSWGTVFFMLVVSCVCSAVSHRNQQTWFEGIFLSSMCPINVSASTLYGIMFDAGSTGTRIHVYTFVQKMPGQLPILEGEVFDSVKPGLSAFVDQPKQGAETVQGLLEVAKDSIPRSHWKKTPVVLKATAGLRLLPEHKAKALLFEVKEIFRKSPFLVPKGSVSIMDGSDEGILAWVTVNFLTGQLHGHRQETVGTLDLGGASTQITFLPQFEKTLEQTPRGYLTSFEMFNSTYKLYTHSYLGFGLKAARLATLGALETEGTDGHTFRSACLPRWLEAEWIFGGVKYQYGGNQEGEVGF.... (2) The miRNA is mmu-miR-883b-3p with sequence UAACUGCAACAUCUCUCAGUAU. The protein sequence of the target gene is MIAHKQKKAKKKRVWASGQPSAAITTSEMGLKSVSSSSSFDPEYIKELVNDVRKFSHMLLYLKEAILSDCFKEVIHIRLDELLRVLKSILSKHQNLSSVDLQSAAEVLTAKVKAVNFTEVNEENKNDIFREVFSSIETLAFTFGNILTNFLMGDVGSDSILRLPISRESKSFENISVDSVDLPHEKGNFSPIELDNLLLKNTDSIELALSYAKTWSKYTKNIVSWVEKKLNLELESTRNIVKLAEATRSSIGIQEFMPLQSLFTNALLSDIHSSHLLQQTIAALQANKFVQPLLGRKNEM.... Result: 0 (no interaction). (3) The miRNA is hsa-miR-6503-3p with sequence GGGACUAGGAUGCAGACCUCC. The protein sequence of the target gene is MSAAPLVGYSSSGSEDESEDGMRTRPGDGSHRRGQSPLPRQRFPVPDSVLNMFPGTEEGPEDDSTKHGGRVRTFPHERGNWATHVYVPYEAKEEFLDLLDVLLPHAQTYVPRLVRMKVFHLSLSQSVVLRHHWILPFVQALKARMTSFHRFFFTANQVKIYTNQEKTRTFIGLEVTSGHAQFLDLVSEVDRVMEEFNLTTFYQDPSFHLSLAWCVGDARLQLEGQCLQELQAIVDGFEDAEVLLRVHTEQVRCKSGNKFFSMPLK. Result: 0 (no interaction). (4) The miRNA is hsa-miR-3152-5p with sequence AUUGCCUCUGUUCUAACACAAG. The protein sequence of the target gene is MSPTPEWVMVGGEGPESYKQHSSYQRDLLKAAKDKINAVISTNLSLNLISNRFSVADFGCASGPNTFVAVQNIIDAVEEKYLRETGQNPDDNIEFQVLFNDLSNNDFNTLFQGLPSGRRYYSAAIPGSFFDRVLPKHSIHIGVMNYAFQFTSKIPKGISDRNSPLWNRDMHCTGFNNKVKKAYLDQFSLDSKNILDARAEELVPEGLMLLLGSCLRDGIKMSETYRGIVLDLIGASLNDLAQQGVIEKDKVESFNITLYIAEEGELRQIIEENGKFTIEAFEDIIQPNGESLDPKILAVS.... Result: 0 (no interaction). (5) The miRNA is hsa-miR-548c-5p with sequence AAAAGUAAUUGCGGUUUUUGCC. The protein sequence of the target gene is MVEDELALFDKSINEFWNKFKSTDTSCQMAGLRDTYKDSIKAFAEKLSVKLKEEERMVEMFLEYQNQISRQNKLIQEKKDNLLKLIAEVKGKKQELEVLTANIQDLKEEYSRKKETISTANKANAERLKRLQKSADLYKDRLGLEIRKIYGEKLQFIFTNIDPKNPESPFMFSLHLNEARDYEVSDSAPHLEGLAEFQENVRKTNNFSAFLANVRKAFTATVYN. Result: 1 (interaction). (6) The miRNA is cel-miR-229-5p with sequence AAUGACACUGGUUAUCUUUUCCAUCG. The protein sequence of the target gene is MAAPRPPPARLSGVMVPAPIQDLEALRALTALFKEQRNRETAPRTIFQRVLDILKKSSHAVELACRDPSQVENLASSLQLITECFRCLRNACIECSVNQNSIRNLDTIGVAVDLILLFRELRVEQESLLTAFRCGLQFLGNIASRNEDSQSIVWVHAFPELFLSCLNHPDKKIVAYSSMILFTSLNHERMKELEENLNIAIDVIDAYQKHPESEWPFLIITDLFLKSPELVQAMFPKLNNQERVTLLDLMIAKITSDEPLTKDDIPVFLRHAELIASTFVDQCKTVLKLASEEPPDDEEA.... Result: 0 (no interaction). (7) The miRNA is hsa-miR-1231 with sequence GUGUCUGGGCGGACAGCUGC. The protein sequence of the target gene is MAQETNQTPGPMLCSTGCGFYGNPRTNGMCSVCYKEHLQRQQNSGRMSPMGTASGSNSPTSDSASVQRADAGLNNCEGAAGSTSEKSRNVPVAALPVTQQMTEMSISREDKITTPKTEVSEPVVTQPSPSVSQPSSSQSEEKAPELPKPKKNRCFMCRKKVGLTGFDCRCGNLFCGLHRYSDKHNCPYDYKAEAAAKIRKENPVVVAEKIQRI. Result: 0 (no interaction).